This data is from Catalyst prediction with 721,799 reactions and 888 catalyst types from USPTO. The task is: Predict which catalyst facilitates the given reaction. (1) Reactant: [N+:1]([C:4]1[CH:5]=[C:6]([CH:10]=[CH:11][C:12]=1[C:13]1[O:14][C:15]([C:18]2[CH:23]=[CH:22][C:21]([C:24]([F:27])([F:26])[F:25])=[CH:20][CH:19]=2)=[N:16][N:17]=1)[C:7]([OH:9])=[O:8])([O-])=O. Product: [NH2:1][C:4]1[CH:5]=[C:6]([CH:10]=[CH:11][C:12]=1[C:13]1[O:14][C:15]([C:18]2[CH:23]=[CH:22][C:21]([C:24]([F:27])([F:26])[F:25])=[CH:20][CH:19]=2)=[N:16][N:17]=1)[C:7]([OH:9])=[O:8]. The catalyst class is: 304. (2) Product: [F:35][C:24]1[CH:25]=[C:26]([C:29]2[CH:30]=[N:31][CH:32]=[CH:33][CH:34]=2)[CH:27]=[CH:28][C:23]=1[C:20]1([C:17]2[N:13]3[CH2:14][CH2:15][S:16][C:10]([CH2:9][OH:8])([CH3:36])[CH2:11][C:12]3=[N:19][N:18]=2)[CH2:22][CH2:21]1. The catalyst class is: 5. Reactant: [Si]([O:8][CH2:9][C:10]1([CH3:36])[S:16][CH2:15][CH2:14][N:13]2[C:17]([C:20]3([C:23]4[CH:28]=[CH:27][C:26]([C:29]5[CH:30]=[N:31][CH:32]=[CH:33][CH:34]=5)=[CH:25][C:24]=4[F:35])[CH2:22][CH2:21]3)=[N:18][N:19]=[C:12]2[CH2:11]1)(C(C)(C)C)(C)C.Cl. (3) Reactant: [C:1]([NH:4][C:5]1[C:6]([N+:15]([O-:17])=[O:16])=[C:7]([C:11]([Br:14])=[CH:12][CH:13]=1)[C:8]([OH:10])=[O:9])(=[O:3])[CH3:2].[CH3:18][Si](C=[N+]=[N-])(C)C.CCCCCC. Product: [CH3:18][O:9][C:8](=[O:10])[C:7]1[C:11]([Br:14])=[CH:12][CH:13]=[C:5]([NH:4][C:1](=[O:3])[CH3:2])[C:6]=1[N+:15]([O-:17])=[O:16]. The catalyst class is: 36. (4) Reactant: [CH2:1]([N:3]([CH2:12][CH3:13])[C:4]1[CH:11]=[CH:10][C:7]([CH2:8][OH:9])=[CH:6][CH:5]=1)[CH3:2].[F:14][C:15]([F:22])([F:21])[S:16]([O:19]C)(=[O:18])=[O:17]. Product: [O-:19][S:16]([C:15]([F:22])([F:21])[F:14])(=[O:18])=[O:17].[CH2:12]([N+:3]([CH2:1][CH3:2])([CH3:15])[C:4]1[CH:11]=[CH:10][C:7]([CH2:8][OH:9])=[CH:6][CH:5]=1)[CH3:13]. The catalyst class is: 2. (5) Reactant: [NH2:1][C:2]1[N:3]=[CH:4][C:5]2[C:10]([CH:11]=1)=[CH:9][CH:8]=[CH:7][CH:6]=2.C[Al](C)C.C[O:17][C:18]([C:20]1[C:21]([NH:26][CH2:27][C:28]2[CH:33]=[CH:32][N:31]=[CH:30][CH:29]=2)=[N:22][CH:23]=[N:24][CH:25]=1)=O. Product: [CH:4]1[C:5]2[C:10](=[CH:9][CH:8]=[CH:7][CH:6]=2)[CH:11]=[C:2]([NH:1][C:18]([C:20]2[C:21]([NH:26][CH2:27][C:28]3[CH:33]=[CH:32][N:31]=[CH:30][CH:29]=3)=[N:22][CH:23]=[N:24][CH:25]=2)=[O:17])[N:3]=1. The catalyst class is: 11.